Dataset: NCI-60 drug combinations with 297,098 pairs across 59 cell lines. Task: Regression. Given two drug SMILES strings and cell line genomic features, predict the synergy score measuring deviation from expected non-interaction effect. (1) Drug 1: CCC1=CC2CC(C3=C(CN(C2)C1)C4=CC=CC=C4N3)(C5=C(C=C6C(=C5)C78CCN9C7C(C=CC9)(C(C(C8N6C)(C(=O)OC)O)OC(=O)C)CC)OC)C(=O)OC.C(C(C(=O)O)O)(C(=O)O)O. Drug 2: C1=NC2=C(N=C(N=C2N1C3C(C(C(O3)CO)O)F)Cl)N. Cell line: U251. Synergy scores: CSS=18.5, Synergy_ZIP=-2.15, Synergy_Bliss=-2.09, Synergy_Loewe=-8.14, Synergy_HSA=0.487. (2) Drug 1: CC1=CC2C(CCC3(C2CCC3(C(=O)C)OC(=O)C)C)C4(C1=CC(=O)CC4)C. Drug 2: CCC1(CC2CC(C3=C(CCN(C2)C1)C4=CC=CC=C4N3)(C5=C(C=C6C(=C5)C78CCN9C7C(C=CC9)(C(C(C8N6C=O)(C(=O)OC)O)OC(=O)C)CC)OC)C(=O)OC)O.OS(=O)(=O)O. Cell line: SW-620. Synergy scores: CSS=41.5, Synergy_ZIP=17.4, Synergy_Bliss=18.2, Synergy_Loewe=-15.6, Synergy_HSA=14.2. (3) Drug 1: CC1C(C(CC(O1)OC2CC(CC3=C2C(=C4C(=C3O)C(=O)C5=C(C4=O)C(=CC=C5)OC)O)(C(=O)CO)O)N)O.Cl. Drug 2: CC(CN1CC(=O)NC(=O)C1)N2CC(=O)NC(=O)C2. Cell line: OVCAR-8. Synergy scores: CSS=8.47, Synergy_ZIP=-1.48, Synergy_Bliss=1.27, Synergy_Loewe=1.23, Synergy_HSA=1.38.